This data is from Forward reaction prediction with 1.9M reactions from USPTO patents (1976-2016). The task is: Predict the product of the given reaction. (1) Given the reactants [C:1]([O:5][C:6]([N:8]1[CH2:13][CH2:12][C:11]([C:15]2[CH:20]=[CH:19][C:18](Br)=[CH:17][CH:16]=2)([OH:14])[CH2:10][CH2:9]1)=[O:7])([CH3:4])([CH3:3])[CH3:2].C([O-])(=O)C.[K+].C(=O)([O-])[O-].[K+].[K+].Br[C:34]1[N:39]=[CH:38][CH:37]=[CH:36][N:35]=1, predict the reaction product. The product is: [C:1]([O:5][C:6]([N:8]1[CH2:13][CH2:12][C:11]([OH:14])([C:15]2[CH:20]=[CH:19][C:18]([C:34]3[N:39]=[CH:38][CH:37]=[CH:36][N:35]=3)=[CH:17][CH:16]=2)[CH2:10][CH2:9]1)=[O:7])([CH3:4])([CH3:3])[CH3:2]. (2) Given the reactants [CH:1]1([N:5]2[C:9]3=[N:10][CH:11]=[N:12][C:13]([NH2:14])=[C:8]3[C:7](I)=[N:6]2)[CH2:4][CH2:3][CH2:2]1.[C:16]1([C:22]2[CH:31]=[CH:30][C:29]3[C:24](=[CH:25][C:26](B4OC(C)(C)C(C)(C)O4)=[CH:27][CH:28]=3)[N:23]=2)[CH:21]=[CH:20][CH:19]=[CH:18][CH:17]=1.C([O-])([O-])=O.[Na+].[Na+].O, predict the reaction product. The product is: [CH:1]1([N:5]2[C:9]3=[N:10][CH:11]=[N:12][C:13]([NH2:14])=[C:8]3[C:7]([C:26]3[CH:25]=[C:24]4[C:29]([CH:30]=[CH:31][C:22]([C:16]5[CH:21]=[CH:20][CH:19]=[CH:18][CH:17]=5)=[N:23]4)=[CH:28][CH:27]=3)=[N:6]2)[CH2:4][CH2:3][CH2:2]1. (3) Given the reactants C(O[C:4](=[O:17])[CH:5]([CH2:14][CH2:15][CH3:16])[C:6](=O)[C:7]1[CH:12]=[CH:11][CH:10]=[CH:9][CH:8]=1)C.[NH:18]([C:20]1[CH:25]=[CH:24][CH:23]=[CH:22][N:21]=1)[NH2:19], predict the reaction product. The product is: [N:21]1[CH:22]=[CH:23][CH:24]=[CH:25][C:20]=1[N:18]1[C:4]([OH:17])=[C:5]([CH2:14][CH2:15][CH3:16])[C:6]([C:7]2[CH:8]=[CH:9][CH:10]=[CH:11][CH:12]=2)=[N:19]1. (4) Given the reactants [CH2:1]([N:8]([CH2:23][C:24]1[CH:29]=[CH:28][CH:27]=[CH:26][CH:25]=1)[C:9]1[CH:10]=[C:11]([C:19](OC)=[O:20])[C:12]([C:15](OC)=[O:16])=[CH:13][CH:14]=1)[C:2]1[CH:7]=[CH:6][CH:5]=[CH:4][CH:3]=1.[H-].[Al+3].[Li+].[H-].[H-].[H-].[OH-].[Na+].O, predict the reaction product. The product is: [CH2:23]([N:8]([CH2:1][C:2]1[CH:7]=[CH:6][CH:5]=[CH:4][CH:3]=1)[C:9]1[CH:14]=[CH:13][C:12]([CH2:15][OH:16])=[C:11]([CH2:19][OH:20])[CH:10]=1)[C:24]1[CH:25]=[CH:26][CH:27]=[CH:28][CH:29]=1. (5) The product is: [CH3:4][C:2]([NH:5][S:6]([C:9]1[CH:10]=[CH:11][C:12]([NH2:15])=[CH:13][CH:14]=1)(=[O:8])=[O:7])([CH3:1])[CH3:3]. Given the reactants [CH3:1][C:2]([NH:5][S:6]([C:9]1[CH:14]=[CH:13][C:12]([NH:15]C(=O)C)=[CH:11][CH:10]=1)(=[O:8])=[O:7])([CH3:4])[CH3:3].Cl, predict the reaction product. (6) Given the reactants [NH2:1][C:2]1[NH:6][N:5]=[CH:4][C:3]=1[C:7]([O:9][CH2:10][CH3:11])=[O:8].[O:12]1[C:16]2[CH:17]=[CH:18][C:19]([C:21](=O)[CH2:22][C:23](OCC)=[O:24])=[CH:20][C:15]=2[O:14][CH2:13]1.CC1C=CC(S(O)(=O)=O)=CC=1, predict the reaction product. The product is: [O:12]1[C:16]2[CH:17]=[CH:18][C:19]([C:21]3[NH:1][C:2]4[N:6]([N:5]=[CH:4][C:3]=4[C:7]([O:9][CH2:10][CH3:11])=[O:8])[C:23](=[O:24])[CH:22]=3)=[CH:20][C:15]=2[O:14][CH2:13]1. (7) Given the reactants Cl[Si](C)(C)C.ClN1[C:11](=O)[CH2:10][CH2:9][C:8]1=[O:13].Cl[CH2:15][Cl:16], predict the reaction product. The product is: [Cl:16][CH:15]([C:8]([CH:9]1[CH2:11][CH2:10]1)=[O:13])[C:8]([CH:9]1[CH2:11][CH2:10]1)=[O:13]. (8) Given the reactants [NH2:1][C@H:2]1[CH2:6][CH2:5][N:4]([C:7]2[CH:8]=[C:9]3[C:14](=[CH:15][CH:16]=2)[CH:13]([CH3:17])[N:12]([C:18]([O:20][C:21]([CH3:24])([CH3:23])[CH3:22])=[O:19])[CH2:11][CH2:10]3)[C:3]1=[O:25].[Cl:26][C:27]1[S:31][C:30](/[CH:32]=[CH:33]/[S:34](Cl)(=[O:36])=[O:35])=[CH:29][CH:28]=1, predict the reaction product. The product is: [Cl:26][C:27]1[S:31][C:30](/[CH:32]=[CH:33]/[S:34]([NH:1][C@H:2]2[CH2:6][CH2:5][N:4]([C:7]3[CH:8]=[C:9]4[C:14](=[CH:15][CH:16]=3)[CH:13]([CH3:17])[N:12]([C:18]([O:20][C:21]([CH3:24])([CH3:23])[CH3:22])=[O:19])[CH2:11][CH2:10]4)[C:3]2=[O:25])(=[O:36])=[O:35])=[CH:29][CH:28]=1. (9) Given the reactants [ClH:1].[CH2:2]1[C:14]2[C:13]3[CH:12]=[CH:11][CH:10]=[CH:9][C:8]=3[N:7]([CH2:15][C:16]([O:18][CH2:19][CH3:20])=[O:17])[C:6]=2[CH2:5][CH2:4][NH:3]1.[C:21]1(NN)C=CC=CC=1, predict the reaction product. The product is: [ClH:1].[Cl:1][C:10]1[C:11]([CH3:21])=[CH:12][C:13]2[C:14]3[CH2:2][NH:3][CH2:4][CH2:5][C:6]=3[N:7]([CH2:15][C:16]([O:18][CH2:19][CH3:20])=[O:17])[C:8]=2[CH:9]=1. (10) Given the reactants [NH2:1][C:2]1[CH:7]=[CH:6][N:5]=[CH:4][CH:3]=1.[Cl:8][C:9]1[CH:14]=[CH:13][N:12]=[C:11]2[CH:15]=[C:16]([C:18]([O-])=[O:19])[S:17][C:10]=12.[Li+], predict the reaction product. The product is: [N:5]1[CH:6]=[CH:7][C:2]([NH:1][C:18]([C:16]2[S:17][C:10]3[C:11](=[N:12][CH:13]=[CH:14][C:9]=3[Cl:8])[CH:15]=2)=[O:19])=[CH:3][CH:4]=1.